From a dataset of NCI-60 drug combinations with 297,098 pairs across 59 cell lines. Regression. Given two drug SMILES strings and cell line genomic features, predict the synergy score measuring deviation from expected non-interaction effect. (1) Drug 1: CC1OCC2C(O1)C(C(C(O2)OC3C4COC(=O)C4C(C5=CC6=C(C=C35)OCO6)C7=CC(=C(C(=C7)OC)O)OC)O)O. Drug 2: CC(C)NC(=O)C1=CC=C(C=C1)CNNC.Cl. Cell line: MOLT-4. Synergy scores: CSS=59.0, Synergy_ZIP=-1.58, Synergy_Bliss=-2.81, Synergy_Loewe=-28.3, Synergy_HSA=-2.20. (2) Drug 1: CC1=C(C(=CC=C1)Cl)NC(=O)C2=CN=C(S2)NC3=CC(=NC(=N3)C)N4CCN(CC4)CCO. Drug 2: C1CC(=O)NC(=O)C1N2C(=O)C3=CC=CC=C3C2=O. Cell line: SNB-75. Synergy scores: CSS=1.43, Synergy_ZIP=-1.57, Synergy_Bliss=-2.27, Synergy_Loewe=-8.26, Synergy_HSA=-2.80. (3) Drug 1: COC1=C2C(=CC3=C1OC=C3)C=CC(=O)O2. Drug 2: C(CCl)NC(=O)N(CCCl)N=O. Cell line: OVCAR-5. Synergy scores: CSS=4.27, Synergy_ZIP=0.453, Synergy_Bliss=3.18, Synergy_Loewe=3.64, Synergy_HSA=2.52. (4) Drug 1: COC1=CC(=CC(=C1O)OC)C2C3C(COC3=O)C(C4=CC5=C(C=C24)OCO5)OC6C(C(C7C(O6)COC(O7)C8=CC=CS8)O)O. Drug 2: C1CN(CCN1C(=O)CCBr)C(=O)CCBr. Cell line: T-47D. Synergy scores: CSS=43.1, Synergy_ZIP=2.16, Synergy_Bliss=2.95, Synergy_Loewe=-22.2, Synergy_HSA=4.96. (5) Drug 1: C1=NC2=C(N=C(N=C2N1C3C(C(C(O3)CO)O)F)Cl)N. Drug 2: C1=CC=C(C(=C1)C(C2=CC=C(C=C2)Cl)C(Cl)Cl)Cl. Cell line: UACC-257. Synergy scores: CSS=-1.15, Synergy_ZIP=0.563, Synergy_Bliss=0.238, Synergy_Loewe=-2.49, Synergy_HSA=-2.17.